This data is from Forward reaction prediction with 1.9M reactions from USPTO patents (1976-2016). The task is: Predict the product of the given reaction. (1) Given the reactants [ClH:1].[F:2][C:3]1[CH:57]=[CH:56][CH:55]=[CH:54][C:4]=1[CH2:5][NH:6][C:7](=[O:53])[CH2:8][CH:9]1[C:15](=[O:16])[N:14]([C:17]2[CH:22]=[CH:21][C:20]([CH2:23][NH:24]C(OC(C)(C)C)=O)=[CH:19][CH:18]=2)[C:13]2[CH:32]=[CH:33][CH:34]=[CH:35][C:12]=2[N:11]([CH2:36][C:37]2[CH:42]=[CH:41][C:40]([NH:43][C:44](=[O:51])[C:45]3[CH:50]=[CH:49][CH:48]=[CH:47][CH:46]=3)=[CH:39][CH:38]=2)[C:10]1=[O:52], predict the reaction product. The product is: [ClH:1].[F:2][C:3]1[CH:57]=[CH:56][CH:55]=[CH:54][C:4]=1[CH2:5][NH:6][C:7](=[O:53])[CH2:8][CH:9]1[C:15](=[O:16])[N:14]([C:17]2[CH:18]=[CH:19][C:20]([CH2:23][NH2:24])=[CH:21][CH:22]=2)[C:13]2[CH:32]=[CH:33][CH:34]=[CH:35][C:12]=2[N:11]([CH2:36][C:37]2[CH:42]=[CH:41][C:40]([NH:43][C:44](=[O:51])[C:45]3[CH:46]=[CH:47][CH:48]=[CH:49][CH:50]=3)=[CH:39][CH:38]=2)[C:10]1=[O:52]. (2) Given the reactants [CH2:1]([O:8][C:9]1[CH:14]=[C:13]([CH:15]([CH3:17])[CH3:16])[CH:12]=[CH:11][C:10]=1[CH2:18][CH2:19][NH:20]C(=O)OC(C)(C)C)[C:2]1[CH:7]=[CH:6][CH:5]=[CH:4][CH:3]=1.C(O)C.[ClH:31], predict the reaction product. The product is: [ClH:31].[CH2:1]([O:8][C:9]1[CH:14]=[C:13]([CH:15]([CH3:17])[CH3:16])[CH:12]=[CH:11][C:10]=1[CH2:18][CH2:19][NH2:20])[C:2]1[CH:3]=[CH:4][CH:5]=[CH:6][CH:7]=1. (3) Given the reactants [CH:1]1[C:14]2[S:13][C:12]3[C:7](=[CH:8][CH:9]=[CH:10][CH:11]=3)[S:6][C:5]=2[CH:4]=[CH:3][CH:2]=1.[Li]C(C)(C)C.CC[Mg+].[Br-].[O:24]=O, predict the reaction product. The product is: [C:11]1([OH:24])[C:12]2[S:13][C:14]3[C:5](=[CH:4][CH:3]=[CH:2][CH:1]=3)[S:6][C:7]=2[CH:8]=[CH:9][CH:10]=1. (4) Given the reactants Br[C:2]1[C:10]2[N:9]3[CH2:11][CH2:12][NH:13][C:14](=[O:15])[C:8]3=[CH:7][C:6]=2[CH:5]=[C:4]([C:16]#[N:17])[CH:3]=1.[CH3:18][S:19]([C:22]1[CH:27]=[CH:26][C:25](B(O)O)=[CH:24][CH:23]=1)(=[O:21])=[O:20], predict the reaction product. The product is: [CH3:18][S:19]([C:22]1[CH:27]=[CH:26][C:25]([C:2]2[C:10]3[N:9]4[CH2:11][CH2:12][NH:13][C:14](=[O:15])[C:8]4=[CH:7][C:6]=3[CH:5]=[C:4]([C:16]#[N:17])[CH:3]=2)=[CH:24][CH:23]=1)(=[O:21])=[O:20]. (5) Given the reactants [O:1]1[C@H:3]2[CH2:4][C@@H:5]3[C@@H:21]([C@@:22]4([CH3:28])[CH2:23][CH2:24][C@H:25]([OH:27])[CH2:26][C:2]124)[CH2:20][CH2:19][C@@:18]1([CH3:29])[C@H:6]3[CH2:7][CH2:8][C@@H:9]1[C@H:10]([CH3:17])[CH2:11][CH2:12][CH2:13][CH:14]([CH3:16])[CH3:15].[CH2:30]([CH2:32][NH2:33])[OH:31].C(O)CCC, predict the reaction product. The product is: [OH:1][C@:2]12[CH2:26][C@@H:25]([OH:27])[CH2:24][CH2:23][C@:22]1([CH3:28])[C@@H:21]1[C@H:5]([C@H:6]3[C@:18]([CH3:29])([CH2:19][CH2:20]1)[C@@H:9]([C@H:10]([CH3:17])[CH2:11][CH2:12][CH2:13][CH:14]([CH3:15])[CH3:16])[CH2:8][CH2:7]3)[CH2:4][C@H:3]2[NH:33][CH2:32][CH2:30][OH:31]. (6) The product is: [N:1]([C:2]1[C:11]([C:12]2[CH:13]=[CH:14][C:15]([O:18][CH2:19][C:20]3[CH:25]=[CH:24][CH:23]=[CH:22][CH:21]=3)=[CH:16][CH:17]=2)=[N:10][C:9]([Br:26])=[CH:8][C:3]=1[C:4]([O:6][CH3:7])=[O:5])=[N+:31]=[N-:32]. Given the reactants [NH2:1][C:2]1[C:11]([C:12]2[CH:17]=[CH:16][C:15]([O:18][CH2:19][C:20]3[CH:25]=[CH:24][CH:23]=[CH:22][CH:21]=3)=[CH:14][CH:13]=2)=[N:10][C:9]([Br:26])=[CH:8][C:3]=1[C:4]([O:6][CH3:7])=[O:5].N([O-])=O.[Na+].[N-:31]=[N+:32]=[N-].[Na+].CCOCC, predict the reaction product. (7) Given the reactants [CH:1]1([N:4]([CH:21]2[CH2:26][CH2:25][NH:24][CH2:23][CH2:22]2)[C:5]([C:7]2[CH:11]=[C:10]([C:12]3[CH:17]=[CH:16][C:15]([C:18]#[N:19])=[CH:14][C:13]=3[F:20])[O:9][N:8]=2)=[O:6])[CH2:3][CH2:2]1.[CH3:27][C:28]1([CH3:31])[O:30][CH2:29]1, predict the reaction product. The product is: [CH:1]1([N:4]([CH:21]2[CH2:26][CH2:25][N:24]([CH2:27][C:28]([OH:30])([CH3:31])[CH3:29])[CH2:23][CH2:22]2)[C:5]([C:7]2[CH:11]=[C:10]([C:12]3[CH:17]=[CH:16][C:15]([C:18]#[N:19])=[CH:14][C:13]=3[F:20])[O:9][N:8]=2)=[O:6])[CH2:3][CH2:2]1.